From a dataset of Reaction yield outcomes from USPTO patents with 853,638 reactions. Predict the reaction yield, written as a fraction of the theoretical maximum amount of product (1.0 means a 100% yield; for example, 0.34 means a 34% yield). (1) The reactants are [Mg].Br[C:3]1[CH:8]=[CH:7][C:6]([F:9])=[CH:5][CH:4]=1.[CH3:10][C:11]1[CH:18]=[C:17]([CH3:19])[CH:16]=[CH:15][C:12]=1[CH:13]=[O:14].[Cl-].[NH4+]. The catalyst is C1COCC1.II. The product is [CH3:10][C:11]1[CH:18]=[C:17]([CH3:19])[CH:16]=[CH:15][C:12]=1[CH:13]([C:3]1[CH:8]=[CH:7][C:6]([F:9])=[CH:5][CH:4]=1)[OH:14]. The yield is 1.00. (2) The reactants are [F:1][C:2]1[CH:26]=[CH:25][C:5]([C:6]([NH:8][C@@H:9]([CH2:18][S:19]([CH2:22][CH2:23][OH:24])(=[O:21])=[O:20])[C:10]([N:12]2[CH2:17][CH2:16][O:15][CH2:14][CH2:13]2)=[O:11])=[O:7])=[CH:4][CH:3]=1.CCN(CC)CC.[CH3:34][S:35](Cl)(=[O:37])=[O:36]. The catalyst is C1COCC1. The product is [CH3:34][S:35]([O:24][CH2:23][CH2:22][S:19]([CH2:18][C@H:9]([NH:8][C:6]([C:5]1[CH:25]=[CH:26][C:2]([F:1])=[CH:3][CH:4]=1)=[O:7])[C:10]([N:12]1[CH2:13][CH2:14][O:15][CH2:16][CH2:17]1)=[O:11])(=[O:21])=[O:20])(=[O:37])=[O:36]. The yield is 0.560.